Task: Predict the reactants needed to synthesize the given product.. Dataset: Full USPTO retrosynthesis dataset with 1.9M reactions from patents (1976-2016) Given the product [F:20][C:15]1[CH:16]=[CH:17][CH:18]=[C:19]2[C:14]=1[CH2:13][CH2:12][N:11]2[C:9](=[O:10])[CH2:8][C:6]1[NH:5][C:4](=[O:21])[CH:3]=[C:2]([C:27]2[CH:26]=[CH:25][N:24]=[C:23]([F:22])[CH:28]=2)[N:7]=1, predict the reactants needed to synthesize it. The reactants are: Cl[C:2]1[N:7]=[C:6]([CH2:8][C:9]([N:11]2[C:19]3[C:14](=[C:15]([F:20])[CH:16]=[CH:17][CH:18]=3)[CH2:13][CH2:12]2)=[O:10])[NH:5][C:4](=[O:21])[CH:3]=1.[F:22][C:23]1[CH:28]=[C:27](B2OC(C)(C)C(C)(C)O2)[CH:26]=[CH:25][N:24]=1.C(=O)([O-])[O-].[Cs+].[Cs+].